This data is from Forward reaction prediction with 1.9M reactions from USPTO patents (1976-2016). The task is: Predict the product of the given reaction. (1) Given the reactants [CH2:1]([O:8][C:9]1[C:10](Cl)=[N:11][CH:12]=[C:13]([CH2:15][O:16][Si:17]([C:20]([CH3:23])([CH3:22])[CH3:21])([CH3:19])[CH3:18])[CH:14]=1)[C:2]1[CH:7]=[CH:6][CH:5]=[CH:4][CH:3]=1.[F:25][C:26]1[CH:31]=[CH:30][C:29]([O:32][CH3:33])=[CH:28][C:27]=1B(O)O.C1(P(C2CCCCC2)C2C=CC=CC=2C2C(OC)=CC=CC=2OC)CCCCC1.C(=O)([O-])[O-].[Na+].[Na+], predict the reaction product. The product is: [CH2:1]([O:8][C:9]1[C:10]([C:27]2[CH:28]=[C:29]([O:32][CH3:33])[CH:30]=[CH:31][C:26]=2[F:25])=[N:11][CH:12]=[C:13]([CH2:15][O:16][Si:17]([C:20]([CH3:23])([CH3:22])[CH3:21])([CH3:19])[CH3:18])[CH:14]=1)[C:2]1[CH:7]=[CH:6][CH:5]=[CH:4][CH:3]=1. (2) Given the reactants P(Cl)(Cl)(Cl)(Cl)Cl.Cl.[Cl:8][C:9]1[CH:33]=[CH:32][C:12]([CH2:13][C:14]2[N:19]=[C:18]([OH:20])[C:17]([NH:21][C:22](=O)[C:23]3[CH:28]=[CH:27][CH:26]=[C:25]([F:29])[CH:24]=3)=[C:16]([OH:31])[N:15]=2)=[CH:11][CH:10]=1.P(Cl)(Cl)(Cl)=O, predict the reaction product. The product is: [Cl:8][C:9]1[CH:10]=[CH:11][C:12]([CH2:13][C:14]2[NH:19][C:18](=[O:20])[C:17]3[N:21]=[C:22]([C:23]4[CH:28]=[CH:27][CH:26]=[C:25]([F:29])[CH:24]=4)[O:31][C:16]=3[N:15]=2)=[CH:32][CH:33]=1. (3) Given the reactants C([CH:5]([N:9]1[C:17]2[C:12](=[CH:13][C:14]([Cl:18])=[CH:15][CH:16]=2)[C:11]2([C:22](=[O:23])[N:21]([CH2:24][C:25]3[CH:30]=[C:29]([Cl:31])[CH:28]=[CH:27][C:26]=3[F:32])[C:20](=[O:33])[NH:19]2)[C:10]1=[O:34])[C:6]([O-:8])=[O:7])(C)(C)C.[CH2:35](I)[CH2:36][CH3:37], predict the reaction product. The product is: [Cl:18][C:14]1[CH:13]=[C:12]2[C:17](=[CH:16][CH:15]=1)[N:9]([CH2:5][C:6]([OH:8])=[O:7])[C:10](=[O:34])[C:11]12[C:22](=[O:23])[N:21]([CH2:24][C:25]2[CH:30]=[C:29]([Cl:31])[CH:28]=[CH:27][C:26]=2[F:32])[C:20](=[O:33])[N:19]1[CH2:35][CH2:36][CH3:37].